Dataset: Peptide-MHC class II binding affinity with 134,281 pairs from IEDB. Task: Regression. Given a peptide amino acid sequence and an MHC pseudo amino acid sequence, predict their binding affinity value. This is MHC class II binding data. (1) The MHC is HLA-DPA10103-DPB10301 with pseudo-sequence HLA-DPA10103-DPB10301. The binding affinity (normalized) is 0.754. The peptide sequence is KSSKPLVGPFNFRFMSKGGM. (2) The peptide sequence is VKITDKNYEHIAAYH. The MHC is DRB1_1501 with pseudo-sequence DRB1_1501. The binding affinity (normalized) is 0.628. (3) The peptide sequence is AFKVEATAANAAPAN. The MHC is HLA-DPA10201-DPB11401 with pseudo-sequence HLA-DPA10201-DPB11401. The binding affinity (normalized) is 0.613. (4) The peptide sequence is IRWLIEEVRHRLRIT. The binding affinity (normalized) is 0.516. The MHC is DRB1_1501 with pseudo-sequence DRB1_1501. (5) The peptide sequence is KLNKFVSPKSVVGNF. The MHC is DRB1_1302 with pseudo-sequence DRB1_1302. The binding affinity (normalized) is 0.631.